The task is: Predict the reactants needed to synthesize the given product.. This data is from Full USPTO retrosynthesis dataset with 1.9M reactions from patents (1976-2016). (1) Given the product [Cl:1][C:2]1[CH:22]=[CH:21][C:5]([CH2:6][CH:7]2[CH2:12][CH:11]([C:24]#[N:23])[CH2:10][CH2:9][N:8]2[C:14]([O:16][C:17]([CH3:20])([CH3:19])[CH3:18])=[O:15])=[CH:4][CH:3]=1, predict the reactants needed to synthesize it. The reactants are: [Cl:1][C:2]1[CH:22]=[CH:21][C:5]([CH2:6][CH:7]2[CH2:12][C:11](=O)[CH2:10][CH2:9][N:8]2[C:14]([O:16][C:17]([CH3:20])([CH3:19])[CH3:18])=[O:15])=[CH:4][CH:3]=1.[N+:23](CS(C1C=CC(C)=CC=1)(=O)=O)#[C-:24].CC(C)([O-])C.[K+].O. (2) The reactants are: [Cl:1][C:2]1[C:10]([Cl:11])=[CH:9][CH:8]=[CH:7][C:3]=1[C:4]([OH:6])=O.[F:12][C:13]1([F:28])[CH2:18][CH2:17][C:16]([CH2:26][NH2:27])([C:19]2[CH:20]=[N:21][C:22]([CH3:25])=[CH:23][CH:24]=2)[CH2:15][CH2:14]1. Given the product [Cl:1][C:2]1[C:10]([Cl:11])=[CH:9][CH:8]=[CH:7][C:3]=1[C:4]([NH:27][CH2:26][C:16]1([C:19]2[CH:20]=[N:21][C:22]([CH3:25])=[CH:23][CH:24]=2)[CH2:17][CH2:18][C:13]([F:12])([F:28])[CH2:14][CH2:15]1)=[O:6], predict the reactants needed to synthesize it.